Dataset: Forward reaction prediction with 1.9M reactions from USPTO patents (1976-2016). Task: Predict the product of the given reaction. (1) Given the reactants [CH:1]1([C:4]2[NH:8][C:7]3[C:9]([O:14][CH3:15])=[CH:10][CH:11]=[C:12]([NH2:13])[C:6]=3[N:5]=2)[CH2:3][CH2:2]1.C(N(CC)CC)C.[CH3:23][O:24][C:25]1[CH:30]=[CH:29][C:28]([CH2:31][C:32](Cl)=[O:33])=[CH:27][CH:26]=1, predict the reaction product. The product is: [CH:1]1([C:4]2[NH:8][C:7]3[C:9]([O:14][CH3:15])=[CH:10][CH:11]=[C:12]([NH:13][C:32](=[O:33])[CH2:31][C:28]4[CH:29]=[CH:30][C:25]([O:24][CH3:23])=[CH:26][CH:27]=4)[C:6]=3[N:5]=2)[CH2:3][CH2:2]1. (2) Given the reactants C(O)(=O)C.[CH:5]1([O:11][C:12]2[CH:17]=[CH:16][C:15](/[CH:18]=[CH:19]/[N+:20]([O-:22])=[O:21])=[CH:14][CH:13]=2)[CH2:10][CH2:9][CH2:8][CH2:7][CH2:6]1.[BH4-].[Na+], predict the reaction product. The product is: [CH:5]1([O:11][C:12]2[CH:13]=[CH:14][C:15]([CH2:18][CH2:19][N+:20]([O-:22])=[O:21])=[CH:16][CH:17]=2)[CH2:6][CH2:7][CH2:8][CH2:9][CH2:10]1. (3) The product is: [Cl:1][C:2]1[CH:7]=[CH:6][CH:5]=[C:4]([Cl:8])[C:3]=1[C:9]1[C:13]([C:14]([NH:16][C:17]2[CH:18]=[CH:19][C:20]([N:23]([CH2:26][CH3:27])[CH2:24][CH3:25])=[CH:21][C:22]=2[CH3:31])=[O:15])=[C:12]([CH2:28][CH2:29][CH3:30])[O:11][N:10]=1. Given the reactants [Cl:1][C:2]1[CH:7]=[CH:6][CH:5]=[C:4]([Cl:8])[C:3]=1[C:9]1[C:13]([C:14]([NH:16][C:17]2[CH:22]=[CH:21][C:20]([N:23]([CH2:26][CH3:27])[CH2:24][CH3:25])=[CH:19][CH:18]=2)=[O:15])=[C:12]([CH2:28][CH2:29][CH3:30])[O:11][N:10]=1.[CH2:31](N(CC)C1C=CC(N)=CC=1C)C.C(N(CC)C1C=CC=CC=1N)C, predict the reaction product. (4) Given the reactants [Br:1][C:2]1[CH:7]=[CH:6][C:5](I)=[CH:4][CH:3]=1.CC[Mg+].[Br-].C(OCC)C.[CH:18]([CH:20]1[CH2:25][CH2:24][N:23]([C:26]([O:28][CH2:29][C:30]2[CH:35]=[CH:34][CH:33]=[CH:32][CH:31]=2)=[O:27])[CH2:22][CH2:21]1)=[O:19], predict the reaction product. The product is: [CH2:29]([O:28][C:26]([N:23]1[CH2:24][CH2:25][CH:20]([CH:18]([C:5]2[CH:6]=[CH:7][C:2]([Br:1])=[CH:3][CH:4]=2)[OH:19])[CH2:21][CH2:22]1)=[O:27])[C:30]1[CH:35]=[CH:34][CH:33]=[CH:32][CH:31]=1. (5) Given the reactants [F:1][C:2]1[CH:7]=[CH:6][CH:5]=[C:4]([N+:8]([O-:10])=[O:9])[C:3]=1F.[C:12]1([NH2:18])[CH:17]=[CH:16][CH:15]=[CH:14][CH:13]=1.C(=O)([O-])[O-].[K+].[K+], predict the reaction product. The product is: [F:1][C:2]1[CH:7]=[CH:6][CH:5]=[C:4]([N+:8]([O-:10])=[O:9])[C:3]=1[NH:18][C:12]1[CH:17]=[CH:16][CH:15]=[CH:14][CH:13]=1. (6) The product is: [NH:3]1[C:4]2[CH:9]=[CH:8][CH:7]=[CH:6][C:5]=2[N:1]=[C:2]1[CH2:10][CH2:11][C:12]([NH:39][CH2:40][C@H:41]([OH:53])[CH2:42][N:43]1[CH2:52][CH2:51][C:50]2[C:45](=[CH:46][CH:47]=[CH:48][CH:49]=2)[CH2:44]1)=[O:14]. Given the reactants [NH:1]1[C:5]2[CH:6]=[CH:7][CH:8]=[CH:9][C:4]=2[N:3]=[C:2]1[CH2:10][CH2:11][C:12]([OH:14])=O.CN(C(ON1N=NC2C=CC=NC1=2)=[N+](C)C)C.F[P-](F)(F)(F)(F)F.[NH2:39][CH2:40][C@H:41]([OH:53])[CH2:42][N:43]1[CH2:52][CH2:51][C:50]2[C:45](=[CH:46][CH:47]=[CH:48][CH:49]=2)[CH2:44]1, predict the reaction product. (7) The product is: [Br:1][C:2]1[CH:11]=[CH:10][C:9]([Cl:12])=[CH:8][C:3]=1[CH2:4][OH:5]. Given the reactants [Br:1][C:2]1[CH:11]=[CH:10][C:9]([Cl:12])=[CH:8][C:3]=1[C:4](OC)=[O:5].[H-].[H-].[H-].[H-].[Li+].[Al+3], predict the reaction product. (8) Given the reactants [C:1]([O:7][C:8]1[C:9]([CH3:18])=[C:10]2[N:15]([CH:16]=1)[N:14]=[CH:13][NH:12][C:11]2=O)(=[O:6])[C:2]([CH3:5])([CH3:4])[CH3:3].P(Cl)(Cl)([Cl:21])=O.CCN(C(C)C)C(C)C.C(#N)C, predict the reaction product. The product is: [C:1]([O:7][C:8]1[C:9]([CH3:18])=[C:10]2[N:15]([CH:16]=1)[N:14]=[CH:13][N:12]=[C:11]2[Cl:21])(=[O:6])[C:2]([CH3:5])([CH3:4])[CH3:3]. (9) The product is: [CH3:25][N:24]1[CH2:15][CH2:14][CH2:13][CH2:22]1.[NH2:1][CH2:2][C:3]([NH:5][C@H:6]([C:10]([NH:12][C@H:13]([C:22]([NH2:24])=[O:23])[CH2:14][C:15](=[O:21])[O:16][C:17]([CH3:18])([CH3:19])[CH3:20])=[O:11])[C@@H:7]([CH3:9])[OH:8])=[O:4]. Given the reactants [NH2:1][CH2:2][C:3]([NH:5][C@H:6]([C:10]([NH:12][C@H:13]([C:22]([NH:24][C:25](OCC1C2C(=CC=CC=2)C2C1=CC=CC=2)=O)=[O:23])[CH2:14][C:15](=[O:21])[O:16][C:17]([CH3:20])([CH3:19])[CH3:18])=[O:11])[C@@H:7]([CH3:9])[OH:8])=[O:4], predict the reaction product.